From a dataset of Peptide-MHC class II binding affinity with 134,281 pairs from IEDB. Regression. Given a peptide amino acid sequence and an MHC pseudo amino acid sequence, predict their binding affinity value. This is MHC class II binding data. The peptide sequence is EKKYQAATQFEPLAA. The MHC is HLA-DQA10501-DQB10201 with pseudo-sequence HLA-DQA10501-DQB10201. The binding affinity (normalized) is 0.316.